This data is from Forward reaction prediction with 1.9M reactions from USPTO patents (1976-2016). The task is: Predict the product of the given reaction. Given the reactants [NH2:1][C:2]1[CH:7]=[C:6]([C:8]([O:10][CH3:11])=[O:9])[CH:5]=[C:4]([Cl:12])[C:3]=1[C:13]([O:15][CH3:16])=[O:14].C(=O)(O)[O-].[Na+].[C:22](Cl)(Cl)=[S:23], predict the reaction product. The product is: [Cl:12][C:4]1[CH:5]=[C:6]([C:8]([O:10][CH3:11])=[O:9])[CH:7]=[C:2]([N:1]=[C:22]=[S:23])[C:3]=1[C:13]([O:15][CH3:16])=[O:14].